From a dataset of Catalyst prediction with 721,799 reactions and 888 catalyst types from USPTO. Predict which catalyst facilitates the given reaction. Reactant: [CH3:1][O:2][C:3]1[C:4]([CH:9]=O)=[N:5][CH:6]=[CH:7][N:8]=1.Cl.[O:12]1[C:16]2[C:17]([CH2:21][CH2:22][CH:23]3[CH2:28][CH2:27][NH:26][CH2:25][CH2:24]3)=[CH:18][CH:19]=[CH:20][C:15]=2[CH:14]=[CH:13]1.C(O[BH-](OC(=O)C)OC(=O)C)(=O)C.[Na+].C(=O)([O-])[O-].[Na+].[Na+]. Product: [O:12]1[C:16]2[C:17]([CH2:21][CH2:22][CH:23]3[CH2:28][CH2:27][N:26]([CH2:9][C:4]4[C:3]([O:2][CH3:1])=[N:8][CH:7]=[CH:6][N:5]=4)[CH2:25][CH2:24]3)=[CH:18][CH:19]=[CH:20][C:15]=2[CH:14]=[CH:13]1. The catalyst class is: 362.